This data is from Reaction yield outcomes from USPTO patents with 853,638 reactions. The task is: Predict the reaction yield, written as a fraction of the theoretical maximum amount of product (1.0 means a 100% yield; for example, 0.34 means a 34% yield). (1) The reactants are [H-].[Na+].[O:3]=[C:4]([CH2:12][CH2:13][CH2:14][CH2:15][CH3:16])[CH2:5]P(=O)(OC)OC.[CH3:17][O:18][C:19](=[O:35])[CH2:20][CH2:21][CH2:22][C:23]#[C:24][CH2:25][N:26]1[C:31](=[O:32])[CH2:30][CH2:29][CH2:28][CH:27]1[CH:33]=O. The catalyst is C1COCC1. The product is [CH3:17][O:18][C:19](=[O:35])[CH2:20][CH2:21][CH2:22][C:23]#[C:24][CH2:25][N:26]1[CH:27](/[CH:33]=[CH:5]/[C:4](=[O:3])[CH2:12][CH2:13][CH2:14][CH2:15][CH3:16])[CH2:28][CH2:29][CH2:30][C:31]1=[O:32]. The yield is 0.580. (2) The reactants are [I:1][C:2]1[C:3]([NH:11]C(=O)C)=[CH:4][C:5]2[O:9][CH2:8][O:7][C:6]=2[CH:10]=1.[OH-].[Na+]. The catalyst is C(O)C.O. The product is [I:1][C:2]1[C:3]([NH2:11])=[CH:4][C:5]2[O:9][CH2:8][O:7][C:6]=2[CH:10]=1. The yield is 0.980. (3) The reactants are [NH2:1][C:2]1[CH:7]=[CH:6][CH:5]=[CH:4][C:3]=1[OH:8].C(=O)([O-])[O-].[K+].[K+].Br[CH2:16][CH2:17]Br. The catalyst is CN(C=O)C. The product is [O:8]1[CH2:17][CH2:16][NH:1][C:2]2[CH:7]=[CH:6][CH:5]=[CH:4][C:3]1=2. The yield is 0.650. (4) The reactants are [H][H].[C:3]([O:8][CH2:9][CH2:10][C:11]1[CH:16]=[CH:15][C:14]([N+:17]([O-])=O)=[CH:13][C:12]=1[N+:20]([O-])=O)(=[O:7])[CH2:4][CH2:5][CH3:6]. The catalyst is [Pd]. The product is [C:3]([O:8][CH2:9][CH2:10][C:11]1[CH:16]=[CH:15][C:14]([NH2:17])=[CH:13][C:12]=1[NH2:20])(=[O:7])[CH2:4][CH2:5][CH3:6]. The yield is 0.543. (5) The reactants are NC1(C(O)=O)CCCCC1.O.[C:12]1([CH3:22])[CH:17]=[CH:16][C:15]([S:18]([OH:21])(=[O:20])=[O:19])=[CH:14][CH:13]=1.C(O)C1C=CC=CC=1. The catalyst is C1(C)C=CC=CC=1. The product is [CH3:22][C:12]1[CH:17]=[CH:16][C:15]([S:18]([OH:21])(=[O:20])=[O:19])=[CH:14][CH:13]=1. The yield is 0.910. (6) The reactants are C([C:3]1[CH:10]=[CH:9][C:6]([CH:7]=[O:8])=[CH:5][CH:4]=1)#C.[O:11]=[C:12](CC)[CH2:13][C:14](OC)=O.CC1(C)CC(=O)CC(=O)C1.C([O-])(=O)C.[NH4+].II. The catalyst is C(O)C. The product is [CH2:12]([O:11][C:3]1[CH:4]=[CH:5][C:6]([CH:7]=[O:8])=[CH:9][CH:10]=1)[C:13]#[CH:14]. The yield is 0.600. (7) The reactants are [H-].[Al+3].[Li+].[H-].[H-].[H-].[I:7][C:8]1[CH:9]=[C:10]2[C:14](=[CH:15][CH:16]=1)[N:13]([CH:17]1[CH2:22][CH2:21][CH2:20][CH2:19][O:18]1)[N:12]=[C:11]2[C:23](N(OC)C)=[O:24]. The catalyst is C1COCC1. The product is [I:7][C:8]1[CH:9]=[C:10]2[C:14](=[CH:15][CH:16]=1)[N:13]([CH:17]1[CH2:22][CH2:21][CH2:20][CH2:19][O:18]1)[N:12]=[C:11]2[CH:23]=[O:24]. The yield is 0.720. (8) The reactants are [NH:1]1[CH2:4][CH2:3][CH2:2]1.Cl.C(N(CC)CC)C.Cl[S:14]([C:17]1[CH:18]=[C:19]([CH:23]=[CH:24][C:25]=1[NH:26][CH3:27])[C:20]([OH:22])=[O:21])(=[O:16])=[O:15]. The catalyst is C(OCC)(=O)C. The product is [N:1]1([S:14]([C:17]2[CH:18]=[C:19]([CH:23]=[CH:24][C:25]=2[NH:26][CH3:27])[C:20]([OH:22])=[O:21])(=[O:16])=[O:15])[CH2:4][CH2:3][CH2:2]1. The yield is 0.600. (9) The reactants are [NH2:1][C:2]1[N:7]=[C:6]([C:8]2[CH:13]=[CH:12][C:11]([Cl:14])=[C:10]([O:15][CH3:16])[C:9]=2[F:17])[N:5]=[C:4]([C:18]([OH:20])=[O:19])[C:3]=1[CH:21]=[CH2:22].I[CH2:24][CH2:25][CH2:26][CH3:27].C(=O)([O-])[O-].[Li+].[Li+]. The catalyst is CN(C=O)C. The product is [CH2:24]([O:19][C:18]([C:4]1[C:3]([CH:21]=[CH2:22])=[C:2]([NH2:1])[N:7]=[C:6]([C:8]2[CH:13]=[CH:12][C:11]([Cl:14])=[C:10]([O:15][CH3:16])[C:9]=2[F:17])[N:5]=1)=[O:20])[CH2:25][CH2:26][CH3:27]. The yield is 0.523. (10) The reactants are C(OC(=O)[NH:7][CH:8]1[CH2:13][CH2:12][N:11]([C:14]2[CH:19]=[CH:18][C:17]([S:20](=[O:28])(=[O:27])[NH:21][C:22]3[S:26][N:25]=[CH:24][N:23]=3)=[CH:16][CH:15]=2)[CH2:10][CH2:9]1)(C)(C)C. The catalyst is Cl.O1CCOCC1. The product is [NH2:7][CH:8]1[CH2:13][CH2:12][N:11]([C:14]2[CH:19]=[CH:18][C:17]([S:20]([NH:21][C:22]3[S:26][N:25]=[CH:24][N:23]=3)(=[O:28])=[O:27])=[CH:16][CH:15]=2)[CH2:10][CH2:9]1. The yield is 0.810.